From a dataset of Peptide-MHC class I binding affinity with 185,985 pairs from IEDB/IMGT. Regression. Given a peptide amino acid sequence and an MHC pseudo amino acid sequence, predict their binding affinity value. This is MHC class I binding data. (1) The peptide sequence is WPEYNFWRM. The MHC is HLA-B15:01 with pseudo-sequence HLA-B15:01. The binding affinity (normalized) is 0.149. (2) The peptide sequence is KPFNNILNL. The MHC is HLA-A68:01 with pseudo-sequence HLA-A68:01. The binding affinity (normalized) is 0.162. (3) The MHC is HLA-B45:06 with pseudo-sequence HLA-B45:06. The binding affinity (normalized) is 0.213. The peptide sequence is YTIGIGAFY. (4) The peptide sequence is FGDSKEPVPY. The MHC is Mamu-B01 with pseudo-sequence Mamu-B01. The binding affinity (normalized) is 0. (5) The peptide sequence is HLTRVGPYL. The MHC is HLA-B51:01 with pseudo-sequence HLA-B51:01. The binding affinity (normalized) is 0.0847.